From a dataset of Reaction yield outcomes from USPTO patents with 853,638 reactions. Predict the reaction yield, written as a fraction of the theoretical maximum amount of product (1.0 means a 100% yield; for example, 0.34 means a 34% yield). (1) The reactants are [Cl:1][C:2]1[CH:3]=[CH:4][C:5]([S:9][CH2:10][C:11]2[CH:16]=[CH:15][CH:14]=[CH:13][C:12]=2[N+:17]([O-:19])=[O:18])=[C:6]([CH:8]=1)[NH2:7].[O:20]1[C:24]2[CH:25]=[CH:26][CH:27]=[CH:28][C:23]=2[CH:22]=[C:21]1[S:29](Cl)(=[O:31])=[O:30]. The product is [Cl:1][C:2]1[CH:3]=[CH:4][C:5]([S:9][CH2:10][C:11]2[CH:16]=[CH:15][CH:14]=[CH:13][C:12]=2[N+:17]([O-:19])=[O:18])=[C:6]([NH:7][S:29]([C:21]2[O:20][C:24]3[CH:25]=[CH:26][CH:27]=[CH:28][C:23]=3[CH:22]=2)(=[O:30])=[O:31])[CH:8]=1. The catalyst is N1C=CC=CC=1. The yield is 0.690. (2) The reactants are [CH3:1][O:2][C:3](=[O:11])[C:4]1[CH:9]=[CH:8][C:7]([NH2:10])=[N:6][CH:5]=1.[C:12]1(=O)[O:17][C:15](=[O:16])[C:14]2=[CH:18][CH:19]=[CH:20][CH:21]=[C:13]12.O. The catalyst is C1(C)C=CC=CC=1. The product is [CH3:1][O:2][C:3](=[O:11])[C:4]1[CH:9]=[CH:8][C:7]([N:10]2[C:15](=[O:16])[C:14]3[C:13](=[CH:21][CH:20]=[CH:19][CH:18]=3)[C:12]2=[O:17])=[N:6][CH:5]=1. The yield is 0.600. (3) The reactants are CC1(C)CO[CH:5]([CH2:8][CH2:9][CH2:10][S:11][C:12]2[N:13]([CH3:27])[C:14]([C:17]3[CH:18]=[C:19]4[C:24](=[CH:25][CH:26]=3)[N:23]=[CH:22][CH:21]=[CH:20]4)=[N:15][N:16]=2)[O:4]C1.S(=O)(=O)(O)O.C(=O)([O-])[O-].[Na+].[Na+]. The catalyst is O. The product is [CH3:27][N:13]1[C:14]([C:17]2[CH:18]=[C:19]3[C:24](=[CH:25][CH:26]=2)[N:23]=[CH:22][CH:21]=[CH:20]3)=[N:15][N:16]=[C:12]1[S:11][CH2:10][CH2:9][CH2:8][CH:5]=[O:4]. The yield is 0.950. (4) The reactants are [Cl:1][C:2]1[N:10]=[CH:9][N:8]=[C:7]2[C:3]=1[N:4]=[CH:5][N:6]2[C@@H:11]1[O:21][C@H:20]2[C@@H:13]([O:14][Si:15]([CH:31]([CH3:33])[CH3:32])([CH:28]([CH3:30])[CH3:29])[O:16][Si:17]([CH:25]([CH3:27])[CH3:26])([CH:22]([CH3:24])[CH3:23])[O:18][CH2:19]2)[C@@H:12]1[OH:34].[C:35]([O-])([O-])=O.[Cs+].[Cs+].CI. The catalyst is CN(C=O)C. The product is [Cl:1][C:2]1[N:10]=[CH:9][N:8]=[C:7]2[C:3]=1[N:4]=[CH:5][N:6]2[C@@H:11]1[O:21][C@H:20]2[C@@H:13]([O:14][Si:15]([CH:28]([CH3:30])[CH3:29])([CH:31]([CH3:33])[CH3:32])[O:16][Si:17]([CH:25]([CH3:26])[CH3:27])([CH:22]([CH3:23])[CH3:24])[O:18][CH2:19]2)[C@@H:12]1[O:34][CH3:35]. The yield is 0.710. (5) The reactants are CC1C=CC(S(O[CH2:12][CH2:13][CH2:14][O:15][CH2:16][CH2:17][O:18][CH2:19][CH2:20][O:21][CH2:22][CH2:23][NH:24][C:25](=[O:31])[O:26][C:27]([CH3:30])([CH3:29])[CH3:28])(=O)=O)=CC=1.C(=O)([O-])[O-].[K+].[K+].[OH:38][C:39]1[CH:44]=[CH:43][C:42]([N:45]2[C:49]([CH3:51])([CH3:50])[C:48](=[O:52])[N:47]([C:53]3[CH:60]=[CH:59][C:56]([C:57]#[N:58])=[C:55]([C:61]([F:64])([F:63])[F:62])[CH:54]=3)[C:46]2=[S:65])=[CH:41][CH:40]=1. The catalyst is C(#N)C. The product is [C:57]([C:56]1[CH:59]=[CH:60][C:53]([N:47]2[C:48](=[O:52])[C:49]([CH3:51])([CH3:50])[N:45]([C:42]3[CH:41]=[CH:40][C:39]([O:38][CH2:12][CH2:13][CH2:14][O:15][CH2:16][CH2:17][O:18][CH2:19][CH2:20][O:21][CH2:22][CH2:23][NH:24][C:25](=[O:31])[O:26][C:27]([CH3:30])([CH3:29])[CH3:28])=[CH:44][CH:43]=3)[C:46]2=[S:65])=[CH:54][C:55]=1[C:61]([F:63])([F:64])[F:62])#[N:58]. The yield is 0.820. (6) The reactants are [O:1]=[S:2]1(=[O:31])[CH2:7][CH:6]=[C:5]([C:8]2[CH:13]=[CH:12][C:11]([N:14]3[CH2:18][C@H:17]([CH2:19][N:20]4[CH:24]=[C:23]([CH:25]=[C:26](Br)Br)[N:22]=[N:21]4)[O:16][C:15]3=[O:29])=[CH:10][C:9]=2[F:30])[CH2:4][CH2:3]1.[CH2:32]([NH:34][CH3:35])[CH3:33].[OH2:36]. The catalyst is CN(C=O)C. The product is [O:1]=[S:2]1(=[O:31])[CH2:7][CH:6]=[C:5]([C:8]2[CH:13]=[CH:12][C:11]([N:14]3[CH2:18][C@H:17]([CH2:19][N:20]4[CH:24]=[C:23]([CH2:25][C:26]([N:34]([CH2:32][CH3:33])[CH3:35])=[O:36])[N:22]=[N:21]4)[O:16][C:15]3=[O:29])=[CH:10][C:9]=2[F:30])[CH2:4][CH2:3]1. The yield is 0.130. (7) The reactants are [CH:1]1([NH2:7])[CH2:6][CH2:5][CH2:4][CH2:3][CH2:2]1.Cl[CH2:9][Si:10]([O:13][CH2:14][CH3:15])([CH3:12])[CH3:11].[Cl-]. No catalyst specified. The product is [CH:1]1([NH:7][CH2:9][Si:10]([O:13][CH2:14][CH3:15])([CH3:12])[CH3:11])[CH2:6][CH2:5][CH2:4][CH2:3][CH2:2]1. The yield is 0.610.